This data is from CYP3A4 inhibition data for predicting drug metabolism from PubChem BioAssay. The task is: Regression/Classification. Given a drug SMILES string, predict its absorption, distribution, metabolism, or excretion properties. Task type varies by dataset: regression for continuous measurements (e.g., permeability, clearance, half-life) or binary classification for categorical outcomes (e.g., BBB penetration, CYP inhibition). Dataset: cyp3a4_veith. (1) The drug is NC[C@@H]1O[C@H](O[C@@H]2[C@H](N)C[C@H](N)[C@@H](O[C@@H]3O[C@H](CO)[C@@H](O)[C@H](N)[C@@H]3O)[C@H]2O)[C@@H](O)[C@H](O)[C@@H]1O. The result is 0 (non-inhibitor). (2) The drug is O=C(NNC(=O)c1cc2cc3ccccc3nc2s1)c1cccc(Cl)c1. The result is 0 (non-inhibitor). (3) The compound is CC(CO)Nc1nc(SCc2ccccc2)nc2sc3c(c12)CCC3. The result is 1 (inhibitor). (4) The molecule is CCN(CCO)C[C@H]1CCC[C@H]2CCCC[C@H]12.Cl. The result is 0 (non-inhibitor). (5) The drug is c1ccc(-c2csc3ncn4cnnc4c23)cc1. The result is 0 (non-inhibitor).